Dataset: Catalyst prediction with 721,799 reactions and 888 catalyst types from USPTO. Task: Predict which catalyst facilitates the given reaction. Reactant: [CH2:1]([O:3][C:4]([C:6]1[CH:7]=[N:8][C:9]2[C:14]([C:15]=1Cl)=[CH:13][C:12]([Cl:17])=[CH:11][CH:10]=2)=[O:5])[CH3:2].[CH2:18]([C:25]1[CH:30]=[CH:29][C:28]([NH2:31])=[CH:27][CH:26]=1)[C:19]1[CH:24]=[CH:23][CH:22]=[CH:21][CH:20]=1.O.[OH-].[Na+]. Product: [CH2:18]([C:25]1[CH:26]=[CH:27][C:28]([NH:31][C:15]2[C:14]3[C:9](=[CH:10][CH:11]=[C:12]([Cl:17])[CH:13]=3)[N:8]=[CH:7][C:6]=2[C:4]([O:3][CH2:1][CH3:2])=[O:5])=[CH:29][CH:30]=1)[C:19]1[CH:20]=[CH:21][CH:22]=[CH:23][CH:24]=1. The catalyst class is: 155.